This data is from Catalyst prediction with 721,799 reactions and 888 catalyst types from USPTO. The task is: Predict which catalyst facilitates the given reaction. (1) Reactant: C1C=C(Cl)C=C(C(OO)=[O:9])C=1.[OH:12][C:13]1([CH3:40])[C@@H:18]([CH3:19])[CH2:17][N:16]([C:20]2[C:25]([N+:26]([O-:28])=[O:27])=[CH:24][N:23]=[C:22]3[CH2:29][CH2:30][CH2:31][C:21]=23)[CH2:15][C@H:14]1[NH:32][C:33](=[O:39])[O:34][C:35]([CH3:38])([CH3:37])[CH3:36]. Product: [OH:12][C:13]1([CH3:40])[C@@H:18]([CH3:19])[CH2:17][N:16]([C:20]2[C:25]([N+:26]([O-:28])=[O:27])=[CH:24][N+:23]([O-:9])=[C:22]3[CH2:29][CH2:30][CH2:31][C:21]=23)[CH2:15][C@H:14]1[NH:32][C:33](=[O:39])[O:34][C:35]([CH3:38])([CH3:37])[CH3:36]. The catalyst class is: 2. (2) Reactant: [C:1]([C:3]1[CH:8]=[CH:7][C:6]([C:9]2[CH:10]=[N:11][N:12]([C:15]3[CH:23]=[CH:22][C:18]([C:19]([OH:21])=O)=[CH:17][N:16]=3)[C:13]=2[OH:14])=[C:5]([CH3:24])[CH:4]=1)#[N:2].Cl.C(N=C=NCCCN(C)C)C.C1C=CC2N(O)N=NC=2C=1.C(N(C(C)C)C(C)C)C.[CH3:56][N:57]1[CH2:64][C@@H:63]2[C@@H:59]([CH2:60][NH:61][CH2:62]2)[CH2:58]1.C(O)=O. Product: [OH:14][C:13]1[N:12]([C:15]2[CH:23]=[CH:22][C:18]([C:19]([N:61]3[CH2:62][C@@H:63]4[C@@H:59]([CH2:58][N:57]([CH3:56])[CH2:64]4)[CH2:60]3)=[O:21])=[CH:17][N:16]=2)[N:11]=[CH:10][C:9]=1[C:6]1[CH:7]=[CH:8][C:3]([C:1]#[N:2])=[CH:4][C:5]=1[CH3:24]. The catalyst class is: 623. (3) Reactant: [N:1]1[O:2][N:3]=[C:4]2[C:8](=[O:9])[O:7][CH2:6][C:5]=12.[Cl:10][C:11]1[CH:12]=[CH:13][C:14]([CH3:19])=[C:15]([CH2:17][NH2:18])[CH:16]=1. Product: [Cl:10][C:11]1[CH:12]=[CH:13][C:14]([CH3:19])=[C:15]([CH:16]=1)[CH2:17][NH:18][C:8]([C:4]1[C:5]([CH2:6][OH:7])=[N:1][O:2][N:3]=1)=[O:9]. The catalyst class is: 22. (4) Reactant: [N+:1]([C:4]1[C:13]2[C:8](=[CH:9][C:10]([CH:14]=[CH2:15])=[CH:11][CH:12]=2)[CH:7]=[CH:6][C:5]=1OS(C(F)(F)F)(=O)=O)([O-:3])=[O:2].[F:24][C:25]([S:28][C:29]1[CH:35]=[CH:34][C:32]([NH2:33])=[CH:31][CH:30]=1)([F:27])[F:26].C1C=CC(P(C2C=CC=CC=2)C2C=CC=CC=2)=CC=1.C([O-])([O-])=O.[K+].[K+]. Product: [N+:1]([C:4]1[C:13]2[C:8](=[CH:9][C:10]([CH:14]=[CH2:15])=[CH:11][CH:12]=2)[CH:7]=[CH:6][C:5]=1[NH:33][C:32]1[CH:34]=[CH:35][C:29]([S:28][C:25]([F:27])([F:24])[F:26])=[CH:30][CH:31]=1)([O-:3])=[O:2]. The catalyst class is: 109. (5) Reactant: [C:1]([O:5][C:6]([N:8]1[CH2:12][C:11](=[CH2:13])[CH2:10][C@H:9]1[C:14]([OH:16])=[O:15])=[O:7])([CH3:4])([CH3:3])[CH3:2]. Product: [C:1]([O:5][C:6]([N:8]1[CH2:12][CH:11]([CH3:13])[CH2:10][C@H:9]1[C:14]([OH:16])=[O:15])=[O:7])([CH3:2])([CH3:3])[CH3:4]. The catalyst class is: 856.